From a dataset of Forward reaction prediction with 1.9M reactions from USPTO patents (1976-2016). Predict the product of the given reaction. (1) Given the reactants [CH:1]1([O:6][N:7]2[C:15](=[O:16])[C:14]3[C:9](=[CH:10][CH:11]=[CH:12][CH:13]=3)[C:8]2=[O:17])[CH2:5]C=C[CH2:2]1.C[N+]1([O-])CCOCC1.[O:26]1[CH2:31][CH2:30][O:29]CC1.O, predict the reaction product. The product is: [OH:26][C@H:31]1[C@@H:30]([OH:29])[CH2:2][CH:1]([O:6][N:7]2[C:15](=[O:16])[C:14]3[C:9](=[CH:10][CH:11]=[CH:12][CH:13]=3)[C:8]2=[O:17])[CH2:5]1. (2) Given the reactants C[O:2][C:3](=[O:38])[C@H:4]([NH:12][CH2:13][C:14]1[CH:19]=[CH:18][C:17]([C:20]2[O:24][N:23]=[C:22]([CH3:25])[C:21]=2[NH:26][C:27]([O:29][C@@H:30]([C:32]2[CH:37]=[CH:36][CH:35]=[CH:34][CH:33]=2)[CH3:31])=[O:28])=[CH:16][CH:15]=1)[CH2:5][C:6]1[CH:11]=[CH:10][CH:9]=[CH:8][CH:7]=1.C1COCC1.[Li+].[OH-].Cl, predict the reaction product. The product is: [CH3:25][C:22]1[C:21]([NH:26][C:27]([O:29][C@@H:30]([C:32]2[CH:33]=[CH:34][CH:35]=[CH:36][CH:37]=2)[CH3:31])=[O:28])=[C:20]([C:17]2[CH:16]=[CH:15][C:14]([CH2:13][NH:12][C@H:4]([CH2:5][C:6]3[CH:7]=[CH:8][CH:9]=[CH:10][CH:11]=3)[C:3]([OH:38])=[O:2])=[CH:19][CH:18]=2)[O:24][N:23]=1. (3) Given the reactants [F:1][C:2]1[CH:9]=[C:8]([N:10]2[CH2:15][CH2:14][O:13][CH2:12][CH2:11]2)[CH:7]=[CH:6][C:3]=1[C:4]#N.CC(C[AlH]CC(C)C)C.C1(C)C=CC=CC=1.[O:32]1CCCC1, predict the reaction product. The product is: [F:1][C:2]1[CH:9]=[C:8]([N:10]2[CH2:15][CH2:14][O:13][CH2:12][CH2:11]2)[CH:7]=[CH:6][C:3]=1[CH:4]=[O:32]. (4) Given the reactants Cl.[N:2]1([CH2:7][C:8]([OH:10])=O)[CH:6]=[N:5][CH:4]=[N:3]1.[F:11][C:12]1[CH:41]=[CH:40][C:15]([O:16][C:17]2[CH:22]=[CH:21][C:20]([NH:23][C:24]([C@@H:26]3[CH2:30][C@@H:29]([CH2:31][C:32]4[CH:37]=[CH:36][CH:35]=[C:34]([O:38][CH3:39])[CH:33]=4)[CH2:28][NH:27]3)=[O:25])=[CH:19][CH:18]=2)=[CH:14][CH:13]=1, predict the reaction product. The product is: [N:2]1([CH2:7][C:8]([N:27]2[CH2:28][C@H:29]([CH2:31][C:32]3[CH:37]=[CH:36][CH:35]=[C:34]([O:38][CH3:39])[CH:33]=3)[CH2:30][C@H:26]2[C:24]([NH:23][C:20]2[CH:21]=[CH:22][C:17]([O:16][C:15]3[CH:14]=[CH:13][C:12]([F:11])=[CH:41][CH:40]=3)=[CH:18][CH:19]=2)=[O:25])=[O:10])[CH:6]=[N:5][CH:4]=[N:3]1. (5) Given the reactants CO[C:3]([N:5]1[CH2:9][C@@H:8]([N:10]2[C:18]3[C:13](=[N:14][C:15]([C:20]4[C:21]([O:29][CH3:30])=[N:22][C:23]([CH:26]([CH3:28])[CH3:27])=[CH:24][CH:25]=4)=[C:16]([CH3:19])[CH:17]=3)[C:12]([CH3:31])=[CH:11]2)[C@@H:7]([O:32][CH2:33][CH2:34][F:35])[CH2:6]1)=O.[H-].[H-].[H-].[H-].[Li+].[Al+3], predict the reaction product. The product is: [F:35][CH2:34][CH2:33][O:32][C@H:7]1[CH2:6][N:5]([CH3:3])[CH2:9][C@H:8]1[N:10]1[C:18]2[C:13](=[N:14][C:15]([C:20]3[C:21]([O:29][CH3:30])=[N:22][C:23]([CH:26]([CH3:28])[CH3:27])=[CH:24][CH:25]=3)=[C:16]([CH3:19])[CH:17]=2)[C:12]([CH3:31])=[CH:11]1. (6) Given the reactants [CH2:1]([N:3]([CH2:6][C@H:7]1[N:12]([C:13](=O)[CH2:14][C@@H:15]([NH:24][C:25]2[CH:30]=[CH:29][C:28]([S:31]([NH2:34])(=[O:33])=[O:32])=[CH:27][C:26]=2[S:35]([C:38]([F:41])([F:40])[F:39])(=[O:37])=[O:36])[CH2:16][S:17][C:18]2[CH:23]=[CH:22][CH:21]=[CH:20][CH:19]=2)[CH2:11][CH2:10][O:9][CH2:8]1)[CH2:4][CH3:5])[CH3:2].CO.Cl.C(=O)([O-])[O-].[Na+].[Na+], predict the reaction product. The product is: [CH2:1]([N:3]([CH2:6][C@H:7]1[N:12]([CH2:13][CH2:14][C@@H:15]([NH:24][C:25]2[CH:30]=[CH:29][C:28]([S:31]([NH2:34])(=[O:32])=[O:33])=[CH:27][C:26]=2[S:35]([C:38]([F:40])([F:39])[F:41])(=[O:37])=[O:36])[CH2:16][S:17][C:18]2[CH:19]=[CH:20][CH:21]=[CH:22][CH:23]=2)[CH2:11][CH2:10][O:9][CH2:8]1)[CH2:4][CH3:5])[CH3:2]. (7) Given the reactants O[C:2]1[CH:17]=[C:16]([OH:18])[CH:15]=[CH:14][C:3]=1[C:4]([C:6]1[CH:11]=[CH:10][C:9]([OH:12])=[CH:8][C:7]=1[OH:13])=O.C([O-])(=O)C.[Na+].Cl.[F:25][C:26]1[CH:31]=[CH:30][CH:29]=[CH:28][C:27]=1[NH:32][NH2:33], predict the reaction product. The product is: [F:25][C:26]1[CH:31]=[CH:30][CH:29]=[CH:28][C:27]=1[N:32]1[C:2]2[C:3](=[CH:14][CH:15]=[C:16]([OH:18])[CH:17]=2)[C:4]([C:6]2[CH:11]=[CH:10][C:9]([OH:12])=[CH:8][C:7]=2[OH:13])=[N:33]1. (8) Given the reactants [CH:1]#[C:2][CH2:3][NH:4][C@H:5]1[C:9]2[CH:10]=[CH:11][CH:12]=[CH:13][C:8]=2[CH2:7][CH2:6]1.[C:14]([OH:21])(=[O:20])[CH2:15][CH2:16][C:17]([OH:19])=[O:18], predict the reaction product. The product is: [CH:1]#[C:2][CH2:3][NH:4][C@H:5]1[C:9]2[CH:10]=[CH:11][CH:12]=[CH:13][C:8]=2[CH2:7][CH2:6]1.[C:14]([O-:21])(=[O:20])[CH2:15][CH2:16][C:17]([O-:19])=[O:18]. (9) Given the reactants Br.[F:2][C:3]1[C:4](Br)=[N:5][CH:6]=[CH:7][C:8]=1[C:9](=O)[CH3:10].[CH3:13][C:14]1[CH:15]=[C:16]([NH:20][C:21]([NH2:23])=[S:22])[CH:17]=[CH:18][CH:19]=1.N, predict the reaction product. The product is: [F:2][C:3]1[CH:4]=[N:5][CH:6]=[CH:7][C:8]=1[C:9]1[N:23]=[C:21]([NH:20][C:16]2[CH:17]=[CH:18][CH:19]=[C:14]([CH3:13])[CH:15]=2)[S:22][CH:10]=1. (10) The product is: [Cl:15][C:16]1[N:21]=[C:20]([C:9]2[CH:10]=[CH:11][C:6]([O:5][CH2:1][CH:2]([CH3:4])[CH3:3])=[CH:7][CH:8]=2)[N:19]=[C:18]([O:23][CH3:24])[N:17]=1. Given the reactants [CH2:1]([O:5][C:6]1[CH:11]=[CH:10][C:9](B(O)O)=[CH:8][CH:7]=1)[CH:2]([CH3:4])[CH3:3].[Cl:15][C:16]1[N:21]=[C:20](Cl)[N:19]=[C:18]([O:23][CH3:24])[N:17]=1.C(=O)([O-])[O-].[Na+].[Na+], predict the reaction product.